Dataset: Full USPTO retrosynthesis dataset with 1.9M reactions from patents (1976-2016). Task: Predict the reactants needed to synthesize the given product. (1) Given the product [F:1][C:2]1[CH:7]=[CH:6][CH:5]=[CH:4][C:3]=1[C:8]1[C:9]2[C@@H:10]3[CH2:21][CH2:20][NH:19][CH2:18][CH2:17][C@H:11]3[NH:12][C:13]=2[CH:14]=[CH:15][CH:16]=1, predict the reactants needed to synthesize it. The reactants are: [F:1][C:2]1[CH:7]=[CH:6][CH:5]=[CH:4][C:3]=1[C:8]1[C:9]2[C:10]3[CH2:21][CH2:20][NH:19][CH2:18][CH2:17][C:11]=3[NH:12][C:13]=2[CH:14]=[CH:15][CH:16]=1.CC(C)=O.C(Cl)(Cl)Cl.[NH4+].[OH-]. (2) Given the product [F:1][C:2]1[CH:7]=[CH:6][CH:5]=[C:4]2[C:3]=1[CH2:8][C:9](=[O:11])[CH2:13][CH2:12]2, predict the reactants needed to synthesize it. The reactants are: [F:1][C:2]1[CH:7]=[CH:6][CH:5]=[CH:4][C:3]=1[CH2:8][C:9]([OH:11])=O.[C:12](Cl)(=O)[C:13](Cl)=O.[Cl-].[Al+3].[Cl-].[Cl-].Cl. (3) Given the product [CH3:36][O:37][C:38]1[CH:43]=[CH:42][C:41]([CH2:44][NH-:45])=[CH:40][CH:39]=1.[CH3:1][C:2]1[NH:6][C:5]2[CH:7]=[CH:8][C:9]([C:11]([OH:13])=[O:12])=[CH:10][C:4]=2[N:3]=1, predict the reactants needed to synthesize it. The reactants are: [CH3:1][C:2]1[NH:3][C:4]2[CH:10]=[C:9]([C:11]([OH:13])=[O:12])[CH:8]=[CH:7][C:5]=2[N:6]=1.OC1C2N=NNC=2C=CC=1.Cl.C(N=C=NCCCN(C)C)C.[CH3:36][O:37][C:38]1[CH:43]=[CH:42][C:41]([CH2:44][NH2:45])=[CH:40][CH:39]=1. (4) Given the product [C:44]([O:46][CH:4]1[O:10][C@H:9]([CH:11]([CH3:21])[O:12][C:13](=[O:20])[C:14]2[CH:19]=[CH:18][CH:17]=[CH:16][CH:15]=2)[C@@:7]([C:22](=[O:29])[C:23]2[CH:24]=[CH:25][CH:26]=[CH:27][CH:28]=2)([OH:8])[C@@:5]1([C:30](=[O:37])[C:31]1[CH:32]=[CH:33][CH:34]=[CH:35][CH:36]=1)[OH:6])(=[O:45])[CH3:43], predict the reactants needed to synthesize it. The reactants are: O.CO[CH:4]1[O:10][C@H:9]([CH:11]([CH3:21])[O:12][C:13](=[O:20])[C:14]2[CH:19]=[CH:18][CH:17]=[CH:16][CH:15]=2)[C@@:7]([C:22](=[O:29])[C:23]2[CH:28]=[CH:27][CH:26]=[CH:25][CH:24]=2)([OH:8])[C@@:5]1([C:30](=[O:37])[C:31]1[CH:36]=[CH:35][CH:34]=[CH:33][CH:32]=1)[OH:6].OS(O)(=O)=O.[CH3:43][C:44]([OH:46])=[O:45]. (5) Given the product [Cl:25][C:26]1[CH:31]=[CH:30][CH:21]=[C:22]([CH:23]=[CH2:24])[C:27]=1[OH:32], predict the reactants needed to synthesize it. The reactants are: C#C.ClC(Cl)C.Cl[Sn](Cl)(Cl)Cl.N([CH2:21][CH2:22][CH2:23][CH3:24])([CH2:21][CH2:22][CH2:23][CH3:24])[CH2:21][CH2:22][CH2:23][CH3:24].[Cl:25][C:26]1[CH:31]=[CH:30]C=C[C:27]=1[OH:32].C([O-])([O-])=O.[K+].[K+].OS([O-])(=O)=O.[K+]. (6) Given the product [CH3:34][N:35]([CH3:36])[C:2]1[C:11]2[C:6](=[CH:7][CH:8]=[CH:9][CH:10]=2)[N:5]=[C:4]([CH2:12][O:13][CH2:14][C:15]2([C:28]3[CH:29]=[CH:30][CH:31]=[CH:32][CH:33]=3)[CH2:20][CH2:19][NH:18][CH2:17][CH2:16]2)[CH:3]=1, predict the reactants needed to synthesize it. The reactants are: Br[C:2]1[C:11]2[C:6](=[CH:7][CH:8]=[CH:9][CH:10]=2)[N:5]=[C:4]([CH2:12][O:13][CH2:14][C:15]2([C:28]3[CH:33]=[CH:32][CH:31]=[CH:30][CH:29]=3)[CH2:20][CH2:19][N:18](C(OC(C)(C)C)=O)[CH2:17][CH2:16]2)[CH:3]=1.[CH3:34][NH:35][CH3:36].FC(F)(F)C(O)=O.C(Cl)Cl.